Dataset: Reaction yield outcomes from USPTO patents with 853,638 reactions. Task: Predict the reaction yield, written as a fraction of the theoretical maximum amount of product (1.0 means a 100% yield; for example, 0.34 means a 34% yield). (1) The product is [Cl:15][C:16]1[CH:24]=[CH:23][CH:22]=[CH:21][C:17]=1[C:18]([N:13]([CH2:12][CH2:11][C:10]#[C:9][C:7]1[CH:6]=[CH:5][CH:4]=[C:3]([CH2:2][F:1])[N:8]=1)[CH3:14])=[O:19]. The reactants are [F:1][CH2:2][C:3]1[N:8]=[C:7]([C:9]#[C:10][CH2:11][CH2:12][NH:13][CH3:14])[CH:6]=[CH:5][CH:4]=1.[Cl:15][C:16]1[CH:24]=[CH:23][CH:22]=[CH:21][C:17]=1[C:18](Cl)=[O:19]. No catalyst specified. The yield is 0.310. (2) The catalyst is CN(C=O)C. The reactants are [F:1][C:2]1[CH:3]=[C:4]([CH:7]=[CH:8][C:9]=1[OH:10])[C:5]#[N:6].C([O-])([O-])=O.[K+].[K+].[Br:17][CH2:18][CH2:19]Br. The product is [Br:17][CH2:18][CH2:19][O:10][C:9]1[CH:8]=[CH:7][C:4]([C:5]#[N:6])=[CH:3][C:2]=1[F:1]. The yield is 0.710.